Dataset: Reaction yield outcomes from USPTO patents with 853,638 reactions. Task: Predict the reaction yield, written as a fraction of the theoretical maximum amount of product (1.0 means a 100% yield; for example, 0.34 means a 34% yield). (1) The reactants are [CH3:1][NH:2][NH2:3].[Cl:4][C:5]1[CH:10]=[CH:9][C:8]([NH:11][C:12]([NH:14][C:15]2[CH:16]=[C:17]3[C:22](=[CH:23][CH:24]=2)[O:21][CH:20]=[CH:19][C:18]3=O)=[O:13])=[CH:7][CH:6]=1. The catalyst is N1C=CC=CC=1. The product is [Cl:4][C:5]1[CH:10]=[CH:9][C:8]([NH:11][C:12]([NH:14][C:15]2[CH:24]=[CH:23][C:22]([OH:21])=[C:17]([C:18]3[N:2]([CH3:1])[N:3]=[CH:20][CH:19]=3)[CH:16]=2)=[O:13])=[CH:7][CH:6]=1. The yield is 0.470. (2) The catalyst is C(O)C.C(OCC)(=O)C. The yield is 0.950. The reactants are [CH2:1]([O:3][C:4]([C@H:6]1[C@@H:11]([NH2:12])[C@H:10]2[CH2:13][C@@H:7]1[CH2:8][CH2:9]2)=[O:5])[CH3:2].[F:14][C:15]1[CH:22]=[CH:21][C:18]([CH:19]=O)=[CH:17][CH:16]=1.C(O)(=O)C.C([BH3-])#N.[Na+]. The product is [CH2:1]([O:3][C:4]([C@H:6]1[C@@H:11]([NH:12][CH2:19][C:18]2[CH:21]=[CH:22][C:15]([F:14])=[CH:16][CH:17]=2)[C@H:10]2[CH2:13][C@@H:7]1[CH2:8][CH2:9]2)=[O:5])[CH3:2]. (3) The reactants are [N+:1]([C:4]1[CH:9]=[CH:8][C:7]([OH:10])=[CH:6][CH:5]=1)([O-:3])=[O:2].C1CCN2C(=NCCC2)CC1.Br[C:23]([F:30])([F:29])[C:24]([O:26][CH2:27][CH3:28])=[O:25].O1CCCC1. The catalyst is O. The product is [F:29][C:23]([F:30])([O:10][C:7]1[CH:8]=[CH:9][C:4]([N+:1]([O-:3])=[O:2])=[CH:5][CH:6]=1)[C:24]([O:26][CH2:27][CH3:28])=[O:25]. The yield is 0.460. (4) The reactants are Br[C:2]1[CH:7]=[CH:6][CH:5]=[CH:4][C:3]=1[CH2:8][C:9]([O-:11])=[O:10].[Cl:12][C:13]1[CH:18]=[CH:17][C:16]([OH:19])=[CH:15][CH:14]=1.C(=O)([O-])[O-].[Cs+].[Cs+].CN(C)CC(O)=O.Cl. The catalyst is O1CCOCC1.[Cu]Cl.CCOC(C)=O. The product is [Cl:12][C:13]1[CH:18]=[CH:17][C:16]([O:19][C:2]2[CH:7]=[CH:6][CH:5]=[CH:4][C:3]=2[CH2:8][C:9]([OH:11])=[O:10])=[CH:15][CH:14]=1. The yield is 0.700. (5) The reactants are [OH:1][C:2]1[CH:9]=[C:8]([C:10]2[S:14][CH:13]=[N:12][C:11]=2[CH3:15])[CH:7]=[CH:6][C:3]=1[C:4]#[N:5].[H-].[Al+3].[Li+].[H-].[H-].[H-].O.[OH-].[Na+]. The catalyst is C1COCC1. The product is [NH2:5][CH2:4][C:3]1[CH:6]=[CH:7][C:8]([C:10]2[S:14][CH:13]=[N:12][C:11]=2[CH3:15])=[CH:9][C:2]=1[OH:1]. The yield is 0.510. (6) The reactants are [F:1][C:2]1[CH:21]=[CH:20][C:5]([CH2:6][C:7]2[N:12]=[C:11]([O:13]C)[C:10]([N+:15]([O-:17])=[O:16])=[C:9]([O:18]C)[N:8]=2)=[CH:4][CH:3]=1.Cl.N1C=CC=CC=1. The catalyst is O. The product is [F:1][C:2]1[CH:21]=[CH:20][C:5]([CH2:6][C:7]2[N:8]=[C:9]([OH:18])[C:10]([N+:15]([O-:17])=[O:16])=[C:11]([OH:13])[N:12]=2)=[CH:4][CH:3]=1. The yield is 0.620. (7) The reactants are [CH2:1]([CH:3]1[C:12]2[C:7](=[CH:8][CH:9]=[CH:10][CH:11]=2)[NH:6][CH2:5][CH2:4]1)[CH3:2].OS(O)(=O)=O.[N:18]1C2C(=CC=CC=2)C=CC=1.[N+]([O-])(O)=O.C([O-])(O)=O.[Na+].[OH-].[Na+]. The catalyst is O.[Pd].CCOC(C)=O.CCO. The product is [NH2:18][C:9]1[CH:8]=[C:7]2[C:12]([CH:3]([CH2:1][CH3:2])[CH2:4][CH2:5][NH:6]2)=[CH:11][CH:10]=1. The yield is 0.570. (8) The yield is 0.590. The product is [CH3:1][O:2][C:3]1[CH:4]=[C:5]2[C:10](=[CH:11][C:12]=1[O:13][CH3:14])[N:9]=[CH:8][CH:7]=[C:6]2[O:15][C:16]1[C:25]([F:26])=[CH:24][C:19]2[N:20]=[C:21]([NH:23][C:41](=[O:42])[CH2:40][C:34]3[CH:39]=[CH:38][CH:37]=[CH:36][CH:35]=3)[S:22][C:18]=2[CH:17]=1. The reactants are [CH3:1][O:2][C:3]1[CH:4]=[C:5]2[C:10](=[CH:11][C:12]=1[O:13][CH3:14])[N:9]=[CH:8][CH:7]=[C:6]2[O:15][C:16]1[C:25]([F:26])=[CH:24][C:19]2[N:20]=[C:21]([NH2:23])[S:22][C:18]=2[CH:17]=1.CCN(CC)CC.[C:34]1([CH2:40][C:41](Cl)=[O:42])[CH:39]=[CH:38][CH:37]=[CH:36][CH:35]=1.C1COCC1. The catalyst is C(C#N)(C)=O. (9) The reactants are [F:1][C:2]1[CH:7]=[CH:6][CH:5]=[CH:4][C:3]=1[N:8]1[C:12]([C:13]2[CH:18]=[CH:17][CH:16]=[CH:15][C:14]=2[C:19]2[CH:24]=[CH:23][CH:22]=[CH:21][C:20]=2O)=[N:11][N:10]=[N:9]1.[CH3:26][S:27]C1C=CC=CC=1B(O)O. No catalyst specified. The product is [F:1][C:2]1[CH:7]=[CH:6][CH:5]=[CH:4][C:3]=1[N:8]1[C:12]([C:13]2[CH:18]=[CH:17][CH:16]=[CH:15][C:14]=2[C:19]2[CH:24]=[CH:23][CH:22]=[CH:21][C:20]=2[S:27][CH3:26])=[N:11][N:10]=[N:9]1. The yield is 0.620. (10) The reactants are [Br:1][C:2]1[C:3]([OH:18])=[C:4]([Cl:17])[CH:5]=[C:6]2[C:11]=1[O:10][CH2:9][CH2:8][CH:7]2[C:12]([O:14][CH2:15][CH3:16])=[O:13].F[C:20]1[CH:32]=[CH:31][C:23]([C:24]([O:26][C:27]([CH3:30])([CH3:29])[CH3:28])=[O:25])=[CH:22][C:21]=1[N+:33]([O-:35])=[O:34].C(=O)([O-])[O-].[K+].[K+].Cl. The catalyst is CN(C)C=O.C(Cl)(Cl)Cl.O. The product is [Br:1][C:2]1[C:3]([O:18][C:20]2[CH:32]=[CH:31][C:23]([C:24]([O:26][C:27]([CH3:29])([CH3:30])[CH3:28])=[O:25])=[CH:22][C:21]=2[N+:33]([O-:35])=[O:34])=[C:4]([Cl:17])[CH:5]=[C:6]2[C:11]=1[O:10][CH2:9][CH2:8][CH:7]2[C:12]([O:14][CH2:15][CH3:16])=[O:13]. The yield is 0.650.